This data is from Full USPTO retrosynthesis dataset with 1.9M reactions from patents (1976-2016). The task is: Predict the reactants needed to synthesize the given product. The reactants are: Cl.[CH2:2]([O:4][C:5]([CH:7]1[N:12](C(OC(C)(C)C)=O)[CH2:11][CH2:10][N:9]([C:20]([O:22][C:23]([CH3:26])([CH3:25])[CH3:24])=[O:21])[CH2:8]1)=[O:6])[CH3:3]. Given the product [CH2:2]([O:4][C:5]([CH:7]1[NH:12][CH2:11][CH2:10][N:9]([C:20]([O:22][C:23]([CH3:24])([CH3:26])[CH3:25])=[O:21])[CH2:8]1)=[O:6])[CH3:3], predict the reactants needed to synthesize it.